This data is from Forward reaction prediction with 1.9M reactions from USPTO patents (1976-2016). The task is: Predict the product of the given reaction. (1) Given the reactants Cl[C:2]1[N:7]=[CH:6][C:5]([C:8]([F:11])([F:10])[F:9])=[CH:4][N:3]=1.C(=O)([O-])[O-].[Na+].[Na+].[C:18]([C:22]1[CH:23]=[CH:24][C:25]([O:31][CH2:32][O:33][CH3:34])=[C:26](B(O)O)[CH:27]=1)([CH3:21])([CH3:20])[CH3:19], predict the reaction product. The product is: [C:18]([C:22]1[CH:27]=[CH:26][C:25]([O:31][CH2:32][O:33][CH3:34])=[C:24]([C:2]2[N:7]=[CH:6][C:5]([C:8]([F:11])([F:10])[F:9])=[CH:4][N:3]=2)[CH:23]=1)([CH3:21])([CH3:19])[CH3:20]. (2) Given the reactants [NH:1]1[C:10]2=[CH:11][CH:12]=[CH:13][C:8]3=[C:9]2[N:3]([CH2:4][CH2:5][C:6](=[N:15]O)[C:7]3=[O:14])[C:2]1=[O:17], predict the reaction product. The product is: [NH2:15][C@H:6]1[C@H:7]([OH:14])[C:8]2[CH:13]=[CH:12][CH:11]=[C:10]3[NH:1][C:2](=[O:17])[N:3]([C:9]=23)[CH2:4][CH2:5]1. (3) Given the reactants [Br:1][C:2]1[CH:9]=[CH:8][C:5]([CH:6]=O)=[CH:4][N:3]=1.[CH3:10][O:11][CH2:12][CH2:13][NH2:14].C(O[BH-](OC(=O)C)OC(=O)C)(=O)C.[Na+].[NH4+].[Cl-], predict the reaction product. The product is: [Br:1][C:2]1[N:3]=[CH:4][C:5]([CH2:6][NH:14][CH2:13][CH2:12][O:11][CH3:10])=[CH:8][CH:9]=1. (4) The product is: [S:33]1[CH:37]=[N:36][N:35]=[C:34]1[NH:38][C:19](=[O:20])[CH:18]([CH3:22])[CH:17]([C:23]1[CH:28]=[CH:27][C:26]([C:29]([O:31][CH3:32])=[O:30])=[CH:25][CH:24]=1)[C:13]1[CH:12]=[C:11]2[C:16](=[CH:15][CH:14]=1)[N:8]([C:5]1[CH:6]=[CH:7][C:2]([F:1])=[CH:3][CH:4]=1)[N:9]=[CH:10]2. Given the reactants [F:1][C:2]1[CH:7]=[CH:6][C:5]([N:8]2[C:16]3[C:11](=[CH:12][C:13]([CH:17]([C:23]4[CH:28]=[CH:27][C:26]([C:29]([O:31][CH3:32])=[O:30])=[CH:25][CH:24]=4)[CH:18]([CH3:22])[C:19](O)=[O:20])=[CH:14][CH:15]=3)[CH:10]=[N:9]2)=[CH:4][CH:3]=1.[S:33]1[CH:37]=[N:36][N:35]=[C:34]1[NH2:38], predict the reaction product. (5) Given the reactants [C:1]([N:5]1[CH2:11][CH:10]([N:12]2[C:16]3[C:17]([Cl:21])=[CH:18][CH:19]=[CH:20][C:15]=3[N:14]=[C:13]2[NH:22][C:23](=[O:31])[C:24]2[CH:29]=[CH:28][N:27]=[C:26]([CH3:30])[CH:25]=2)[CH2:9][NH:8][CH2:7][CH2:6]1)(=[O:4])[CH:2]=[CH2:3].C(N(CC)C(C)C)(C)C.[C:41](OC(=O)C)(=[O:43])[CH3:42], predict the reaction product. The product is: [C:41]([N:8]1[CH2:9][CH:10]([N:12]2[C:16]3[C:17]([Cl:21])=[CH:18][CH:19]=[CH:20][C:15]=3[N:14]=[C:13]2[NH:22][C:23](=[O:31])[C:24]2[CH:29]=[CH:28][N:27]=[C:26]([CH3:30])[CH:25]=2)[CH2:11][N:5]([C:1](=[O:4])[CH:2]=[CH2:3])[CH2:6][CH2:7]1)(=[O:43])[CH3:42]. (6) Given the reactants [Br:1][C:2]1[CH:7]=[C:6]2[NH:8][CH2:9][C:10]3([CH2:13][S:12][CH2:11]3)[C:5]2=[CH:4][CH:3]=1.C(N(CC)CC)C.[C:21](Cl)([CH3:23])=[O:22].Cl, predict the reaction product. The product is: [C:21]([N:8]1[C:6]2[C:5](=[CH:4][CH:3]=[C:2]([Br:1])[CH:7]=2)[C:10]2([CH2:13][S:12][CH2:11]2)[CH2:9]1)(=[O:22])[CH3:23].